Task: Predict the reaction yield, written as a fraction of the theoretical maximum amount of product (1.0 means a 100% yield; for example, 0.34 means a 34% yield).. Dataset: Reaction yield outcomes from USPTO patents with 853,638 reactions (1) The reactants are [F:1][C:2]1C=[CH:8][C:7]([CH2:10][C:11]2[C:20]3[C:15](=[CH:16][CH:17]=[CH:18][C:19]=3[O:21][CH3:22])[C:14](=[O:23])[NH:13][N:12]=2)=[CH:6][C:3]=1C#N.[OH-:24].[K+].[CH2:26]([OH:28])[CH3:27]. The catalyst is O. The product is [F:1][C:2]1[CH:3]=[CH:6][C:7]([CH2:10][C:11]2[C:20]3[C:15](=[CH:16][CH:17]=[CH:18][C:19]=3[O:21][CH3:22])[C:14](=[O:23])[NH:13][N:12]=2)=[CH:8][C:27]=1[C:26]([OH:24])=[O:28]. The yield is 0.830. (2) The reactants are Cl[C:2]1[C:11]2[C:6](=[C:7]([N+:13]([O-:15])=[O:14])[C:8]([CH3:12])=[CH:9][CH:10]=2)[CH:5]=[CH:4][N:3]=1.[F:16][C:17]([F:26])([F:25])[C:18]1[CH:19]=[C:20]([NH2:24])[CH:21]=[CH:22][CH:23]=1. The catalyst is C(O)(C)C. The product is [CH3:12][C:8]1[C:7]([N+:13]([O-:15])=[O:14])=[C:6]2[C:11](=[CH:10][CH:9]=1)[C:2]([NH:24][C:20]1[CH:21]=[CH:22][CH:23]=[C:18]([C:17]([F:16])([F:25])[F:26])[CH:19]=1)=[N:3][CH:4]=[CH:5]2. The yield is 0.790. (3) The reactants are [N+:1]([C:4]1[CH:5]=[C:6]([OH:14])[CH:7]=[C:8]([C:10]([F:13])([F:12])[F:11])[CH:9]=1)([O-:3])=[O:2].Cl.[CH3:16][N:17]([CH3:21])[CH2:18][CH2:19]Cl.C(=O)([O-])[O-].[Cs+].[Cs+]. The catalyst is CN(C)C=O.O.C(OCC)(=O)C. The product is [CH3:16][N:17]([CH3:21])[CH2:18][CH2:19][O:14][C:6]1[CH:7]=[C:8]([C:10]([F:11])([F:12])[F:13])[CH:9]=[C:4]([N+:1]([O-:3])=[O:2])[CH:5]=1. The yield is 0.550. (4) The catalyst is O. The product is [Cl:12][C:13]1[N:18]=[C:17]([NH:1][C:2]2[CH:3]=[CH:4][C:5]3[O:9][C:8](=[O:10])[NH:7][C:6]=3[CH:11]=2)[C:16]([CH3:20])=[CH:15][N:14]=1. The yield is 0.710. The reactants are [NH2:1][C:2]1[CH:3]=[CH:4][C:5]2[O:9][C:8](=[O:10])[NH:7][C:6]=2[CH:11]=1.[Cl:12][C:13]1[N:18]=[C:17](Cl)[C:16]([CH3:20])=[CH:15][N:14]=1.CO. (5) The reactants are [C:1]12([C:11]3[CH:22]=[CH:21][C:14]([O:15][CH2:16][CH2:17][C:18](O)=[O:19])=[C:13]([CH3:23])[CH:12]=3)[CH2:10][CH:5]3[CH2:6][CH:7]([CH2:9][CH:3]([CH2:4]3)[CH2:2]1)[CH2:8]2.[CH3:24][N:25]1[CH2:30][CH2:29][NH:28][CH2:27][CH2:26]1. No catalyst specified. The product is [C:1]12([C:11]3[CH:22]=[CH:21][C:14]([O:15][CH2:16][CH2:17][C:18]([N:28]4[CH2:29][CH2:30][N:25]([CH3:24])[CH2:26][CH2:27]4)=[O:19])=[C:13]([CH3:23])[CH:12]=3)[CH2:2][CH:3]3[CH2:9][CH:7]([CH2:6][CH:5]([CH2:4]3)[CH2:10]1)[CH2:8]2. The yield is 0.936.